Dataset: Forward reaction prediction with 1.9M reactions from USPTO patents (1976-2016). Task: Predict the product of the given reaction. (1) Given the reactants [Cl:1][C:2]1[CH:3]=[C:4]2[C:9](=[CH:10][C:11]=1[O:12][CH:13]([CH3:15])[CH3:14])[N:8]=[C:7]([O:16][CH3:17])[C:6]([CH:18]([OH:20])[CH3:19])=[CH:5]2, predict the reaction product. The product is: [Cl:1][C:2]1[CH:3]=[C:4]2[C:9](=[CH:10][C:11]=1[O:12][CH:13]([CH3:15])[CH3:14])[N:8]=[C:7]([O:16][CH3:17])[C:6]([C:18](=[O:20])[CH3:19])=[CH:5]2. (2) Given the reactants [Cl:1][C:2]1[CH:7]=[C:6]([O:8][CH3:9])[CH:5]=[CH:4][C:3]=1[C:10]1[C:23](=[O:24])[N:22]([CH3:25])[C:13]2[N:14]([CH3:21])[C:15]3[C:20]([C:12]=2[CH:11]=1)=[CH:19][CH:18]=[CH:17][CH:16]=3.[C:26](Cl)(=[O:28])[CH3:27], predict the reaction product. The product is: [C:26]([C:18]1[CH:19]=[C:20]2[C:15](=[CH:16][CH:17]=1)[N:14]([CH3:21])[C:13]1[N:22]([CH3:25])[C:23](=[O:24])[C:10]([C:3]3[CH:4]=[CH:5][C:6]([O:8][CH3:9])=[CH:7][C:2]=3[Cl:1])=[CH:11][C:12]2=1)(=[O:28])[CH3:27].